This data is from Peptide-MHC class I binding affinity with 185,985 pairs from IEDB/IMGT. The task is: Regression. Given a peptide amino acid sequence and an MHC pseudo amino acid sequence, predict their binding affinity value. This is MHC class I binding data. (1) The peptide sequence is FIRLRFAFK. The MHC is HLA-A03:01 with pseudo-sequence HLA-A03:01. The binding affinity (normalized) is 0.0847. (2) The peptide sequence is FSDESTGAR. The MHC is HLA-B44:02 with pseudo-sequence HLA-B44:02. The binding affinity (normalized) is 0.0847.